Dataset: NCI-60 drug combinations with 297,098 pairs across 59 cell lines. Task: Regression. Given two drug SMILES strings and cell line genomic features, predict the synergy score measuring deviation from expected non-interaction effect. (1) Drug 1: CC1=C2C(C(=O)C3(C(CC4C(C3C(C(C2(C)C)(CC1OC(=O)C(C(C5=CC=CC=C5)NC(=O)OC(C)(C)C)O)O)OC(=O)C6=CC=CC=C6)(CO4)OC(=O)C)O)C)O. Drug 2: CC1C(C(CC(O1)OC2CC(CC3=C2C(=C4C(=C3O)C(=O)C5=CC=CC=C5C4=O)O)(C(=O)C)O)N)O. Cell line: SNB-19. Synergy scores: CSS=37.3, Synergy_ZIP=-5.96, Synergy_Bliss=-7.18, Synergy_Loewe=-2.40, Synergy_HSA=-1.58. (2) Drug 1: CC1=C(C=C(C=C1)NC2=NC=CC(=N2)N(C)C3=CC4=NN(C(=C4C=C3)C)C)S(=O)(=O)N.Cl. Drug 2: CCN(CC)CCCC(C)NC1=C2C=C(C=CC2=NC3=C1C=CC(=C3)Cl)OC. Cell line: UO-31. Synergy scores: CSS=20.6, Synergy_ZIP=1.90, Synergy_Bliss=7.98, Synergy_Loewe=8.11, Synergy_HSA=8.60.